From a dataset of NCI-60 drug combinations with 297,098 pairs across 59 cell lines. Regression. Given two drug SMILES strings and cell line genomic features, predict the synergy score measuring deviation from expected non-interaction effect. (1) Drug 1: CN(C)N=NC1=C(NC=N1)C(=O)N. Drug 2: CC12CCC3C(C1CCC2OP(=O)(O)O)CCC4=C3C=CC(=C4)OC(=O)N(CCCl)CCCl.[Na+]. Cell line: SR. Synergy scores: CSS=-2.08, Synergy_ZIP=-6.74, Synergy_Bliss=-16.7, Synergy_Loewe=-20.7, Synergy_HSA=-15.2. (2) Drug 1: COC1=CC(=CC(=C1O)OC)C2C3C(COC3=O)C(C4=CC5=C(C=C24)OCO5)OC6C(C(C7C(O6)COC(O7)C8=CC=CS8)O)O. Drug 2: CN(CC1=CN=C2C(=N1)C(=NC(=N2)N)N)C3=CC=C(C=C3)C(=O)NC(CCC(=O)O)C(=O)O. Cell line: COLO 205. Synergy scores: CSS=54.7, Synergy_ZIP=0.967, Synergy_Bliss=1.51, Synergy_Loewe=2.37, Synergy_HSA=6.05.